Dataset: Forward reaction prediction with 1.9M reactions from USPTO patents (1976-2016). Task: Predict the product of the given reaction. (1) Given the reactants CC([P:7]([O:10][CH3:11])([OH:9])=[O:8])(C([O-])=O)C.[CH3:12][Si]([N-][Si](C)(C)C)(C)C.[Na+].Br[CH2:23][C:24]([CH3:47])=[CH:25][CH2:26][C:27]1[C:35]([O:36][CH2:37][CH2:38][Si:39]([CH3:42])([CH3:41])[CH3:40])=[C:34]2[C:30]([CH2:31][O:32][C:33]2=[O:43])=[C:29]([CH3:44])[C:28]=1[O:45][CH3:46].[Cl-].[NH4+].C[CH2:51][O:52][C:53]([CH3:55])=[O:54], predict the reaction product. The product is: [CH3:51][O:52][C:53](=[O:54])[CH:55]([P:7]([O:9][CH3:12])([O:10][CH3:11])=[O:8])[CH2:23][C:24]([CH3:47])=[CH:25][CH2:26][C:27]1[C:35]([O:36][CH2:37][CH2:38][Si:39]([CH3:42])([CH3:41])[CH3:40])=[C:34]2[C:30](=[C:29]([CH3:44])[C:28]=1[O:45][CH3:46])[CH2:31][O:32][C:33]2=[O:43]. (2) Given the reactants [CH:1]1([CH2:6][CH:7]([C:18]2[NH:31][C:21]3=[N:22][CH:23]=[C:24]([CH2:26][CH2:27][CH2:28][O:29]C)[CH:25]=[C:20]3[CH:19]=2)[C:8]2[CH:13]=[CH:12][C:11]([S:14]([CH3:17])(=[O:16])=[O:15])=[CH:10][CH:9]=2)[CH2:5][CH2:4][CH2:3][CH2:2]1.B(Br)(Br)Br.[OH-].[Na+], predict the reaction product. The product is: [CH:1]1([CH2:6][CH:7]([C:18]2[NH:31][C:21]3=[N:22][CH:23]=[C:24]([CH2:26][CH2:27][CH2:28][OH:29])[CH:25]=[C:20]3[CH:19]=2)[C:8]2[CH:13]=[CH:12][C:11]([S:14]([CH3:17])(=[O:16])=[O:15])=[CH:10][CH:9]=2)[CH2:5][CH2:4][CH2:3][CH2:2]1. (3) The product is: [C:32]([O:35][CH2:36][CH2:37][O:31][C:26]1[CH:27]=[CH:28][CH:29]=[CH:30][C:25]=1[CH2:24][N:10]1[C:11]2[C:12](=[N:13][CH:14]=[C:15]([C:17]3[CH:22]=[CH:21][CH:20]=[CH:19][CH:18]=3)[CH:16]=2)[N:23]=[C:9]1[C:5]1[CH:6]=[CH:7][CH:8]=[C:3]([O:2][CH3:1])[CH:4]=1)(=[O:34])[CH3:33]. Given the reactants [CH3:1][O:2][C:3]1[CH:4]=[C:5]([C:9]2[N:10]([CH2:24][C:25]3[CH:30]=[CH:29][CH:28]=[CH:27][C:26]=3[OH:31])[C:11]3[C:12]([N:23]=2)=[N:13][CH:14]=[C:15]([C:17]2[CH:22]=[CH:21][CH:20]=[CH:19][CH:18]=2)[CH:16]=3)[CH:6]=[CH:7][CH:8]=1.[C:32]([O:35][CH2:36][CH2:37]Br)(=[O:34])[CH3:33].CN(C)C=O.C(=O)([O-])[O-].[K+].[K+], predict the reaction product.